This data is from Forward reaction prediction with 1.9M reactions from USPTO patents (1976-2016). The task is: Predict the product of the given reaction. (1) Given the reactants [F:1][S:2]([F:15])([F:14])([F:13])([F:12])[C:3]1[CH:4]=[C:5]([CH:9]=[CH:10][CH:11]=1)[C:6]([OH:8])=[O:7].FF.S(=O)(=O)(O)O.[Br:23]N1C(=O)CCC1=O, predict the reaction product. The product is: [Br:23][C:10]1[CH:9]=[C:5]([CH:4]=[C:3]([S:2]([F:12])([F:13])([F:14])([F:15])[F:1])[CH:11]=1)[C:6]([OH:8])=[O:7]. (2) Given the reactants [F:1][C:2]1[CH:7]=[CH:6][C:5]([F:8])=[CH:4][C:3]=1[C@@H:9]1[C@@H:14]([NH:15][C:16](=[O:18])[O-:17])[CH2:13][C:12](=O)[CH2:11][O:10]1.[CH3:20][C:21]1[CH:26]=CC(S([O-])(=O)=O)=C[CH:22]=1.[CH3:31][S:32]([N:35]1[CH2:39][CH:38]2[CH2:40][NH2+:41][CH2:42][CH:37]2[CH2:36]1)(=[O:34])=[O:33].C(O[BH-](OC(=O)C)OC(=O)C)(=O)C.[Na+], predict the reaction product. The product is: [C:21]([O:17][C:16](=[O:18])[NH:15][C@H:14]1[CH2:13][C@@H:12]([N:41]2[CH2:40][CH:38]3[CH:37]([CH2:36][N:35]([S:32]([CH3:31])(=[O:33])=[O:34])[CH2:39]3)[CH2:42]2)[CH2:11][O:10][C@@H:9]1[C:3]1[CH:4]=[C:5]([F:8])[CH:6]=[CH:7][C:2]=1[F:1])([CH3:26])([CH3:22])[CH3:20]. (3) Given the reactants C([O:8][C:9]1[CH:45]=[CH:44][C:12]([O:13][C:14]2[CH:43]=[CH:42][C:17]([C:18]([NH:20][CH2:21][C:22](=[O:41])[N:23]3[CH2:28][CH2:27][N:26]([C:29](=[O:40])[C:30]4[CH:35]=[CH:34][CH:33]=[CH:32][C:31]=4[C:36]([F:39])([F:38])[F:37])[CH2:25][CH2:24]3)=[O:19])=[CH:16][CH:15]=2)=[CH:11][CH:10]=1)C1C=CC=CC=1.CCCCCC, predict the reaction product. The product is: [OH:8][C:9]1[CH:45]=[CH:44][C:12]([O:13][C:14]2[CH:15]=[CH:16][C:17]([C:18]([NH:20][CH2:21][C:22](=[O:41])[N:23]3[CH2:24][CH2:25][N:26]([C:29](=[O:40])[C:30]4[CH:35]=[CH:34][CH:33]=[CH:32][C:31]=4[C:36]([F:39])([F:38])[F:37])[CH2:27][CH2:28]3)=[O:19])=[CH:42][CH:43]=2)=[CH:11][CH:10]=1. (4) Given the reactants [O:1]=[C:2]1[NH:10][C:5]2=[N:6][CH:7]=[CH:8][CH:9]=[C:4]2[N:3]1[CH:11]1[CH2:16][CH2:15][N:14]([C:17]2[N:22]=[CH:21][N:20]=[C:19]([C:23]([OH:25])=O)[CH:18]=2)[CH2:13][CH2:12]1.[NH:26]1[C:34]2[C:29](=[CH:30][CH:31]=[CH:32][CH:33]=2)[C:28]2([CH2:37][CH2:36][CH2:35]2)[CH2:27]1.CN(C(ON1N=NC2C=CC=CC1=2)=[N+](C)C)C.[B-](F)(F)(F)F.C(N(CC)CC)C, predict the reaction product. The product is: [N:26]1([C:23]([C:19]2[N:20]=[CH:21][N:22]=[C:17]([N:14]3[CH2:13][CH2:12][CH:11]([N:3]4[C:4]5[C:5](=[N:6][CH:7]=[CH:8][CH:9]=5)[NH:10][C:2]4=[O:1])[CH2:16][CH2:15]3)[CH:18]=2)=[O:25])[C:34]2[C:29](=[CH:30][CH:31]=[CH:32][CH:33]=2)[C:28]2([CH2:37][CH2:36][CH2:35]2)[CH2:27]1. (5) Given the reactants F[C:2]1[C:7]([C:8]2[N:16]=[C:15]([CH3:17])[N:14]=[C:13]3[C:9]=2[N:10]=[CH:11][N:12]3[CH:18]2[CH2:23][CH2:22][CH2:21][CH2:20][O:19]2)=[CH:6][C:5]([CH:24]=[CH2:25])=[CH:4][N:3]=1.[NH2:26][C:27]1[CH:28]=[CH:29][C:30]([O:33][CH3:34])=[N:31][CH:32]=1.[Li+].C[Si]([N-][Si](C)(C)C)(C)C.O, predict the reaction product. The product is: [CH3:34][O:33][C:30]1[N:31]=[CH:32][C:27]([NH:26][C:2]2[C:7]([C:8]3[N:16]=[C:15]([CH3:17])[N:14]=[C:13]4[C:9]=3[N:10]=[CH:11][N:12]4[CH:18]3[CH2:23][CH2:22][CH2:21][CH2:20][O:19]3)=[CH:6][C:5]([CH:24]=[CH2:25])=[CH:4][N:3]=2)=[CH:28][CH:29]=1. (6) Given the reactants Br[C:2]1[S:3][C:4]([Cl:7])=[CH:5][CH:6]=1.[CH:8]([C:10]1[S:14][C:13](B(O)O)=[CH:12][CH:11]=1)=[O:9].C([O-])([O-])=O.[Na+].[Na+], predict the reaction product. The product is: [Cl:7][C:4]1[S:3][C:2]([C:13]2[S:14][C:10]([CH:8]=[O:9])=[CH:11][CH:12]=2)=[CH:6][CH:5]=1. (7) The product is: [Cl:17][C:14]1[CH:15]=[CH:16][C:8]2[CH2:7][CH2:6][NH:5][CH2:11][C@@H:10]([CH3:12])[C:9]=2[C:13]=1[Cl:18]. Given the reactants FC(F)(F)C([N:5]1[CH2:11][C@@H:10]([CH3:12])[C:9]2[C:13]([Cl:18])=[C:14]([Cl:17])[CH:15]=[CH:16][C:8]=2[CH2:7][CH2:6]1)=O.[OH-].[Na+], predict the reaction product.